This data is from Reaction yield outcomes from USPTO patents with 853,638 reactions. The task is: Predict the reaction yield, written as a fraction of the theoretical maximum amount of product (1.0 means a 100% yield; for example, 0.34 means a 34% yield). (1) The reactants are [C:14]1(P([C:14]2[CH:19]=[CH:18][CH:17]=[CH:16][CH:15]=2)[C:14]2[CH:19]=[CH:18][CH:17]=[CH:16][CH:15]=2)[CH:19]=[CH:18][CH:17]=[CH:16][CH:15]=1.C(=[C:22]([O:29]NC(O)C)[C:23]1[CH:28]=[CH:27][CH:26]=[CH:25][CH:24]=1)=O.CC[O:36][C:37](/[N:39]=N/C(OCC)=O)=O.O1CCCCC1[N:52]1[C:60]2[C:55](=[CH:56][C:57]([C:61]3[N:65]=[CH:64][N:63](C(C4C=CC=CC=4)(C4C=CC=CC=4)C4C=CC=CC=4)[N:62]=3)=[CH:58][CH:59]=2)[C:54](C2C=C(O)C=CC=2)=[N:53]1.Cl.[O:93]1[CH2:97][CH2:96]CC1. No catalyst specified. The product is [NH:62]1[C:61]([C:57]2[CH:56]=[C:55]3[C:60](=[CH:59][CH:58]=2)[NH:52][N:53]=[C:54]3[C:18]2[CH:19]=[C:14]([CH:15]=[CH:16][CH:17]=2)[O:93][CH2:97][CH2:96][NH:39][C:37]([O:29][CH2:22][C:23]2[CH:24]=[CH:25][CH:26]=[CH:27][CH:28]=2)=[O:36])=[N:65][CH:64]=[N:63]1. The yield is 0.420. (2) The reactants are [Cl:1][C:2]1[CH:7]=[CH:6][C:5]([C:8]2[CH:13]=[C:12]([C:14]([F:17])([F:16])[F:15])[N:11]3[N:18]=[CH:19][CH:20]=[C:10]3[N:9]=2)=[CH:4][C:3]=1[CH3:21].C([O-])(=O)C.[Na+].[I:27]Cl. The catalyst is C(O)(=O)C.O. The product is [Cl:1][C:2]1[CH:7]=[CH:6][C:5]([C:8]2[CH:13]=[C:12]([C:14]([F:15])([F:16])[F:17])[N:11]3[N:18]=[CH:19][C:20]([I:27])=[C:10]3[N:9]=2)=[CH:4][C:3]=1[CH3:21]. The yield is 0.930.